This data is from Full USPTO retrosynthesis dataset with 1.9M reactions from patents (1976-2016). The task is: Predict the reactants needed to synthesize the given product. (1) Given the product [NH2:1][C:2]1[N:3]=[CH:4][C:5]([C:8]2[C:9]([F:27])=[C:10]([C:20]([CH:23]3[CH2:26][CH2:25][CH2:24]3)=[CH:21][CH:22]=2)[O:11][C:12]2[CH:19]=[CH:18][C:15]([C:16]([NH2:17])=[O:28])=[CH:14][CH:13]=2)=[N:6][CH:7]=1, predict the reactants needed to synthesize it. The reactants are: [NH2:1][C:2]1[N:3]=[CH:4][C:5]([C:8]2[C:9]([F:27])=[C:10]([C:20]([CH:23]3[CH2:26][CH2:25][CH2:24]3)=[CH:21][CH:22]=2)[O:11][C:12]2[CH:19]=[CH:18][C:15]([C:16]#[N:17])=[CH:14][CH:13]=2)=[N:6][CH:7]=1.[OH:28]S(O)(=O)=O. (2) Given the product [CH3:21][O:20][C:17]1[CH:18]=[CH:19][C:14]([N:12]([CH3:13])[C:10]2[C:9]3[C:4](=[CH:5][CH:6]=[CH:7][CH:8]=3)[N:3]=[C:2]([NH:30][CH2:29][CH2:28][N:22]3[CH2:27][CH2:26][O:25][CH2:24][CH2:23]3)[N:11]=2)=[CH:15][CH:16]=1, predict the reactants needed to synthesize it. The reactants are: Cl[C:2]1[N:11]=[C:10]([N:12]([C:14]2[CH:19]=[CH:18][C:17]([O:20][CH3:21])=[CH:16][CH:15]=2)[CH3:13])[C:9]2[C:4](=[CH:5][CH:6]=[CH:7][CH:8]=2)[N:3]=1.[N:22]1([CH2:28][CH2:29][NH2:30])[CH2:27][CH2:26][O:25][CH2:24][CH2:23]1. (3) Given the product [O:23]=[C:21]1[C:20]2[CH:24]=[CH:25][CH:26]=[CH:27][C:19]=2[S:18][C:17]([C:13]2[CH:12]=[C:11]([CH2:10][CH2:9][NH:8][C:28](=[O:35])[C:29]3[CH:34]=[CH:33][CH:32]=[CH:31][CH:30]=3)[CH:16]=[CH:15][N:14]=2)=[N:22]1, predict the reactants needed to synthesize it. The reactants are: FC(F)(F)C(O)=O.[NH2:8][CH2:9][CH2:10][C:11]1[CH:16]=[CH:15][N:14]=[C:13]([C:17]2[S:18][C:19]3[CH:27]=[CH:26][CH:25]=[CH:24][C:20]=3[C:21](=[O:23])[N:22]=2)[CH:12]=1.[C:28](Cl)(=[O:35])[C:29]1[CH:34]=[CH:33][CH:32]=[CH:31][CH:30]=1.C(=O)([O-])[O-].[K+].[K+].C(OCC)(=O)C. (4) Given the product [C:12]([O:15][C:16]1[CH:17]=[CH:18][CH:19]=[CH:20][C:8]=1[C:6]([O:5][CH:4]([I:11])[CH3:9])=[O:7])(=[O:14])[CH3:13], predict the reactants needed to synthesize it. The reactants are: CC1[O:7][CH:6]([CH3:8])[O:5][CH:4]([CH3:9])O1.[Na+].[I-:11].[C:12]([O:15][C:16]1C=[CH:20][CH:19]=[CH:18][C:17]=1C(Cl)=O)(=[O:14])[CH3:13]. (5) Given the product [Cl:1][C:2]1[N:7]=[C:6]([N:12]2[CH2:17][CH2:16][O:15][CH2:14][CH2:13]2)[C:5]([O:9][CH2:10][CH3:11])=[CH:4][N:3]=1, predict the reactants needed to synthesize it. The reactants are: [Cl:1][C:2]1[N:7]=[C:6](Cl)[C:5]([O:9][CH2:10][CH3:11])=[CH:4][N:3]=1.[NH:12]1[CH2:17][CH2:16][O:15][CH2:14][CH2:13]1.[NH4+].[Cl-]. (6) Given the product [CH3:21][O:22][C:23](=[O:31])[C:24]1[CH:29]=[CH:28][CH:27]=[CH:26][C:25]=1[NH:14][C:13]1[N:9]([C:3]2[CH:4]=[C:5]([F:8])[CH:6]=[CH:7][C:2]=2[F:1])[N:10]=[C:11]([CH3:15])[CH:12]=1, predict the reactants needed to synthesize it. The reactants are: [F:1][C:2]1[CH:7]=[CH:6][C:5]([F:8])=[CH:4][C:3]=1[N:9]1[C:13]([NH2:14])=[CH:12][C:11]([CH3:15])=[N:10]1.CCOCC.[CH3:21][O:22][C:23](=[O:31])[C:24]1[CH:29]=[CH:28][CH:27]=[CH:26][C:25]=1Br.C(=O)([O-])[O-].[Cs+].[Cs+]. (7) Given the product [Cl:1][C:2]1[CH:3]=[CH:4][C:5]([C@H:8]2[C:12]3[N:13]([CH:17]([CH3:19])[CH3:18])[C:14]([CH3:16])=[N:15][C:11]=3[C:10](=[O:20])[N:9]2[C:21]2[CH:22]=[C:23]([CH3:31])[C:24]3[N:25]([C:27]([CH3:30])=[N:28][N:29]=3)[N:26]=2)=[CH:6][CH:7]=1, predict the reactants needed to synthesize it. The reactants are: [Cl:1][C:2]1[CH:7]=[CH:6][C:5]([CH:8]2[C:12]3[N:13]([CH:17]([CH3:19])[CH3:18])[C:14]([CH3:16])=[N:15][C:11]=3[C:10](=[O:20])[N:9]2[C:21]2[CH:22]=[C:23]([CH3:31])[C:24]3[N:25]([C:27]([CH3:30])=[N:28][N:29]=3)[N:26]=2)=[CH:4][CH:3]=1.